From a dataset of Peptide-MHC class I binding affinity with 185,985 pairs from IEDB/IMGT. Regression. Given a peptide amino acid sequence and an MHC pseudo amino acid sequence, predict their binding affinity value. This is MHC class I binding data. (1) The binding affinity (normalized) is 0.381. The peptide sequence is VISNLVLSY. The MHC is HLA-A32:01 with pseudo-sequence HLA-A32:01. (2) The peptide sequence is STAEQLSKY. The MHC is HLA-A03:01 with pseudo-sequence HLA-A03:01. The binding affinity (normalized) is 0.279. (3) The binding affinity (normalized) is 1.00. The MHC is HLA-A30:01 with pseudo-sequence HLA-A30:01. The peptide sequence is RVRISLIYL.